Dataset: Forward reaction prediction with 1.9M reactions from USPTO patents (1976-2016). Task: Predict the product of the given reaction. (1) Given the reactants [C:1]([C:5]1[CH:34]=[CH:33][C:8]([C:9]([N:11]2[C@@H:15]([C:16]3[S:17][CH:18]=[CH:19][N:20]=3)[C@@H:14]([C:21]3[O:25][N:24]=[CH:23][N:22]=3)[CH2:13][C@@:12]2([CH2:29][CH:30]([CH3:32])[CH3:31])[C:26](O)=[O:27])=[O:10])=[CH:7][CH:6]=1)([CH3:4])([CH3:3])[CH3:2].C([N:38](C(C)C)CC)(C)C.[Cl-].[NH4+].CN(C(ON1N=NC2C=CC=NC1=2)=[N+](C)C)C.F[P-](F)(F)(F)(F)F, predict the reaction product. The product is: [C:1]([C:5]1[CH:34]=[CH:33][C:8]([C:9]([N:11]2[C@@H:15]([C:16]3[S:17][CH:18]=[CH:19][N:20]=3)[C@@H:14]([C:21]3[O:25][N:24]=[CH:23][N:22]=3)[CH2:13][C@@:12]2([CH2:29][CH:30]([CH3:31])[CH3:32])[C:26]([NH2:38])=[O:27])=[O:10])=[CH:7][CH:6]=1)([CH3:3])([CH3:4])[CH3:2]. (2) Given the reactants [N+:1]([C:4]1[CH:9]=[C:8]([Cl:10])[CH:7]=[CH:6][C:5]=1[OH:11])([O-:3])=[O:2].[CH:12]1(O)[CH2:16][CH:15]=[CH:14][CH2:13]1.C1(P(C2C=CC=CC=2)C2C=CC=CC=2)C=CC=CC=1, predict the reaction product. The product is: [Cl:10][C:8]1[CH:7]=[CH:6][C:5]([O:11][CH:15]2[CH2:14][CH:13]=[CH:12][CH2:16]2)=[C:4]([N+:1]([O-:3])=[O:2])[CH:9]=1. (3) The product is: [Cl:23][C:17]1[C:16]2[C:11](=[CH:12][CH:13]=[C:14]([I:20])[CH:15]=2)[N:10]=[C:9]([C:7]([NH:6][CH2:5][CH2:4][N:3]([CH2:21][CH3:22])[CH2:1][CH3:2])=[O:8])[CH:18]=1. Given the reactants [CH2:1]([N:3]([CH2:21][CH3:22])[CH2:4][CH2:5][NH:6][C:7]([C:9]1[NH:10][C:11]2[C:16]([C:17](=O)[CH:18]=1)=[CH:15][C:14]([I:20])=[CH:13][CH:12]=2)=[O:8])[CH3:2].[Cl:23]C1C2C(=CC=C(I)C=2)N=CC=1C(NCCN(CC)CC)=O, predict the reaction product. (4) Given the reactants [CH3:1][N:2]1[C:6]([CH:7]=[O:8])=[CH:5][N:4]=[CH:3]1.[CH2:9](O)[CH2:10][CH2:11][OH:12].O, predict the reaction product. The product is: [O:8]1[CH2:9][CH2:10][CH2:11][O:12][CH:7]1[C:6]1[N:2]([CH3:1])[CH:3]=[N:4][CH:5]=1. (5) The product is: [OH:1][C:2]1[CH:3]=[C:4]([CH:8]=[C:9]([N+:11]([O-:13])=[O:12])[CH:10]=1)[C:5]([O:7][CH3:19])=[O:6]. Given the reactants [OH:1][C:2]1[CH:3]=[C:4]([CH:8]=[C:9]([N+:11]([O-:13])=[O:12])[CH:10]=1)[C:5]([OH:7])=[O:6].S(=O)(=O)(O)O.[C:19]([O-])([O-])=O.[Na+].[Na+].O, predict the reaction product. (6) Given the reactants [CH3:1][S:2]([C:5]1[N:10]=[CH:9][C:8]([O:11][C:12]2[CH:13]=[C:14]3[C:18](=[C:19]([O:21][CH:22]4[CH2:27][CH2:26][O:25][CH2:24][CH2:23]4)[CH:20]=2)[NH:17][C:16]([C:28]2[S:29][CH:30]([CH2:33][C:34]([OH:36])=O)[CH2:31][N:32]=2)=[CH:15]3)=[CH:7][CH:6]=1)(=[O:4])=[O:3].O.ON1C2C=CC=CC=2N=N1.Cl.C(N=C=NCCCN(C)C)C.[CH3:60][O:61][CH2:62][CH2:63][NH2:64], predict the reaction product. The product is: [CH3:60][O:61][CH2:62][CH2:63][NH:64][C:34](=[O:36])[CH2:33][CH:30]1[S:29][C:28]([C:16]2[NH:17][C:18]3[C:14]([CH:15]=2)=[CH:13][C:12]([O:11][C:8]2[CH:9]=[N:10][C:5]([S:2]([CH3:1])(=[O:4])=[O:3])=[CH:6][CH:7]=2)=[CH:20][C:19]=3[O:21][CH:22]2[CH2:27][CH2:26][O:25][CH2:24][CH2:23]2)=[N:32][CH2:31]1. (7) Given the reactants [C:1]([O:5][C:6]([NH:8][C:9]1[CH:10]=[N:11][CH:12]=[CH:13][CH:14]=1)=[O:7])([CH3:4])([CH3:3])[CH3:2].C([Li])CCC.[C:20](=[O:22])=[O:21], predict the reaction product. The product is: [C:1]([O:5][C:6]([NH:8][C:9]1[CH:10]=[N:11][CH:12]=[CH:13][C:14]=1[C:20]([OH:22])=[O:21])=[O:7])([CH3:4])([CH3:2])[CH3:3].